The task is: Regression. Given two drug SMILES strings and cell line genomic features, predict the synergy score measuring deviation from expected non-interaction effect.. This data is from NCI-60 drug combinations with 297,098 pairs across 59 cell lines. (1) Drug 1: C1CCC(CC1)NC(=O)N(CCCl)N=O. Drug 2: C1C(C(OC1N2C=C(C(=O)NC2=O)F)CO)O. Cell line: NCI-H226. Synergy scores: CSS=12.0, Synergy_ZIP=-3.04, Synergy_Bliss=5.75, Synergy_Loewe=4.76, Synergy_HSA=5.28. (2) Drug 1: CCCCC(=O)OCC(=O)C1(CC(C2=C(C1)C(=C3C(=C2O)C(=O)C4=C(C3=O)C=CC=C4OC)O)OC5CC(C(C(O5)C)O)NC(=O)C(F)(F)F)O. Drug 2: COC1=C2C(=CC3=C1OC=C3)C=CC(=O)O2. Cell line: RXF 393. Synergy scores: CSS=16.3, Synergy_ZIP=-1.52, Synergy_Bliss=3.52, Synergy_Loewe=-6.52, Synergy_HSA=2.02. (3) Drug 1: C1=CC(=CC=C1CC(C(=O)O)N)N(CCCl)CCCl.Cl. Drug 2: CN(CCCl)CCCl.Cl. Cell line: RPMI-8226. Synergy scores: CSS=20.3, Synergy_ZIP=-3.90, Synergy_Bliss=5.97, Synergy_Loewe=-3.26, Synergy_HSA=0.589. (4) Drug 1: CN1C(=O)N2C=NC(=C2N=N1)C(=O)N. Drug 2: CC1C(C(CC(O1)OC2CC(CC3=C2C(=C4C(=C3O)C(=O)C5=C(C4=O)C(=CC=C5)OC)O)(C(=O)CO)O)N)O.Cl. Cell line: KM12. Synergy scores: CSS=20.9, Synergy_ZIP=-5.39, Synergy_Bliss=-3.10, Synergy_Loewe=-10.7, Synergy_HSA=-1.26.